Dataset: Reaction yield outcomes from USPTO patents with 853,638 reactions. Task: Predict the reaction yield, written as a fraction of the theoretical maximum amount of product (1.0 means a 100% yield; for example, 0.34 means a 34% yield). (1) The reactants are [CH3:1][N:2]1[C:11]2[C:6](=[CH:7][C:8]([N+:12]([O-])=O)=[CH:9][CH:10]=2)[NH:5][C:4]([CH3:16])([CH3:15])[C:3]1=[O:17]. The catalyst is CCOC(C)=O.CCO.[Pd]. The product is [NH2:12][C:8]1[CH:7]=[C:6]2[C:11](=[CH:10][CH:9]=1)[N:2]([CH3:1])[C:3](=[O:17])[C:4]([CH3:16])([CH3:15])[NH:5]2. The yield is 1.00. (2) The reactants are CS(O[CH2:6][CH2:7][N:8]1[CH:12]=[C:11]([C:13]2[CH:18]=[C:17]([C:19]([O:21]C)=[O:20])[CH:16]=[CH:15][N:14]=2)[N:10]=[CH:9]1)(=O)=O.[CH2:23]1[C:31]2[C:26](=[CH:27][CH:28]=[CH:29][CH:30]=2)[CH2:25][NH:24]1. No catalyst specified. The product is [CH2:23]1[C:31]2[C:26](=[CH:27][CH:28]=[CH:29][CH:30]=2)[CH2:25][N:24]1[CH2:6][CH2:7][N:8]1[CH:12]=[C:11]([C:13]2[CH:18]=[C:17]([C:19]([OH:21])=[O:20])[CH:16]=[CH:15][N:14]=2)[N:10]=[CH:9]1. The yield is 0.150.